From a dataset of Full USPTO retrosynthesis dataset with 1.9M reactions from patents (1976-2016). Predict the reactants needed to synthesize the given product. (1) Given the product [F:1][C:2]1[CH:7]=[CH:6][C:5]([O:8][C:25]2[CH:24]=[CH:29][CH:28]=[CH:27][C:26]=2[S:30]([N:33]([CH2:35][C:36]2[CH:37]=[CH:38][C:39]([O:42][CH3:43])=[CH:40][CH:41]=2)[CH3:34])(=[O:31])=[O:32])=[CH:4][C:3]=1[C:9]1[C:18]2[C:13](=[C:14]([C:19]([F:20])([F:22])[F:21])[CH:15]=[CH:16][CH:17]=2)[N:12]=[CH:11][N:10]=1, predict the reactants needed to synthesize it. The reactants are: [F:1][C:2]1[CH:7]=[CH:6][C:5]([OH:8])=[CH:4][C:3]=1[C:9]1[C:18]2[C:13](=[C:14]([C:19]([F:22])([F:21])[F:20])[CH:15]=[CH:16][CH:17]=2)[N:12]=[CH:11][N:10]=1.Br[C:24]1[CH:25]=[C:26]([S:30]([N:33]([CH2:35][C:36]2[CH:41]=[CH:40][C:39]([O:42][CH3:43])=[CH:38][CH:37]=2)[CH3:34])(=[O:32])=[O:31])[CH:27]=[CH:28][CH:29]=1. (2) Given the product [CH3:1][O:2][C:3]1[CH:4]=[C:5]([CH:10]=[CH:11][C:12]=1[N:13]1[CH:17]=[N:16][C:15]([CH3:18])=[N:14]1)[CH:6]=[O:7], predict the reactants needed to synthesize it. The reactants are: [CH3:1][O:2][C:3]1[CH:4]=[C:5]([CH:10]=[CH:11][C:12]=1[N:13]1[CH:17]=[N:16][C:15]([CH3:18])=[N:14]1)[C:6](OC)=[O:7].[H-].[H-].[H-].[H-].[Li+].[Al+3]. (3) Given the product [NH2:13][CH2:12][C:8]1[C:9](=[O:11])[NH:10][C:5]([CH:1]2[CH2:2][CH2:3][CH2:4]2)=[CH:6][C:7]=1[CH3:21].[ClH:22], predict the reactants needed to synthesize it. The reactants are: [CH:1]1([C:5]2[NH:10][C:9](=[O:11])[C:8]([CH2:12][NH:13]C(=O)OC(C)(C)C)=[C:7]([CH3:21])[CH:6]=2)[CH2:4][CH2:3][CH2:2]1.[ClH:22]. (4) Given the product [CH3:1][O:2][C:3]([C@H:5]1[CH2:10][CH2:9][CH2:8][CH2:7][C@H:6]1[N:11]([CH2:12][C:13]1[CH:18]=[CH:17][C:16]([F:19])=[CH:15][CH:14]=1)[C:36](=[O:37])[CH2:35][C:30]1[NH:29][C:28]2[CH:39]=[CH:40][C:25]([NH:24][S:21]([CH3:20])(=[O:23])=[O:22])=[CH:26][C:27]=2[S:32](=[O:33])(=[O:34])[N:31]=1)=[O:4], predict the reactants needed to synthesize it. The reactants are: [CH3:1][O:2][C:3]([C@H:5]1[CH2:10][CH2:9][CH2:8][CH2:7][C@H:6]1[NH:11][CH2:12][C:13]1[CH:18]=[CH:17][C:16]([F:19])=[CH:15][CH:14]=1)=[O:4].[CH3:20][S:21]([NH:24][C:25]1[CH:40]=[CH:39][C:28]2[NH:29][C:30]([CH2:35][C:36](O)=[O:37])=[N:31][S:32](=[O:34])(=[O:33])[C:27]=2[CH:26]=1)(=[O:23])=[O:22].Cl.CN(C)CCCN=C=NCC.CN1CCOCC1. (5) Given the product [F:27][C:28]1[CH:33]=[C:32]([F:34])[CH:31]=[CH:30][C:29]=1[C:2]1[CH:3]=[CH:4][C:5]([C@H:8]([N:10]2[CH2:15][CH2:14][C@@:13]([C:19]3[CH:20]=[CH:21][C:22]([F:25])=[CH:23][CH:24]=3)([CH2:16][CH2:17][OH:18])[O:12][C:11]2=[O:26])[CH3:9])=[CH:6][CH:7]=1, predict the reactants needed to synthesize it. The reactants are: Br[C:2]1[CH:7]=[CH:6][C:5]([C@H:8]([N:10]2[CH2:15][CH2:14][C@@:13]([C:19]3[CH:24]=[CH:23][C:22]([F:25])=[CH:21][CH:20]=3)([CH2:16][CH2:17][OH:18])[O:12][C:11]2=[O:26])[CH3:9])=[CH:4][CH:3]=1.[F:27][C:28]1[CH:33]=[C:32]([F:34])[CH:31]=[CH:30][C:29]=1B(O)O. (6) Given the product [NH2:54][C:55]1[CH:60]=[C:59]([F:61])[CH:58]=[CH:57][C:56]=1[NH:62][C:63](=[O:75])[C:64]1[CH:69]=[CH:68][C:67]([NH:70][CH2:71][CH2:72][CH2:73][NH:74][C:38]([C:39]2[C:40]([CH3:41])=[C:52]([CH:53]=[N:13][N:12]=[C:5]3[C:4]4[C:76](=[CH:9][CH:10]=[C:2]([F:1])[CH:3]=4)[NH:77][C:79]3=[O:80])[NH:49][C:50]=2[CH3:51])=[O:37])=[N:66][CH:65]=1, predict the reactants needed to synthesize it. The reactants are: [F:1][C:2]1[CH:3]=[C:4]2C(=[CH:9][CH:10]=1)NC(=O)[C:5]2=[N:12][N:13]=CC1(C)CC(C)(C(O)=O)CN1.Cl.C(N=C=NCCCN(C)C)C.[OH:37][C:38]1C2N=NNC=2[CH:41]=[CH:40][CH:39]=1.C([N:49]([CH2:52][CH3:53])[CH2:50][CH3:51])C.[NH2:54][C:55]1[CH:60]=[C:59]([F:61])[CH:58]=[CH:57][C:56]=1[NH:62][C:63](=[O:75])[C:64]1[CH:69]=[CH:68][C:67]([NH:70][CH2:71][CH2:72][CH2:73][NH2:74])=[N:66][CH:65]=1.[CH3:76][N:77]([CH:79]=[O:80])C. (7) Given the product [CH3:21][O:22][CH2:23][CH2:24][NH:25][C:2]1[C:3]2[CH:4]=[CH:5][C:6]([NH:20][CH2:19][C:17]3[O:18][C:14]([CH3:13])=[CH:15][CH:16]=3)=[N:7][C:8]=2[CH:9]=[CH:10][CH:11]=1, predict the reactants needed to synthesize it. The reactants are: Br[C:2]1[CH:11]=[CH:10][CH:9]=[C:8]2[C:3]=1[CH:4]=[CH:5][C:6](Cl)=[N:7]2.[CH3:13][C:14]1[O:18][C:17]([CH2:19][NH2:20])=[CH:16][CH:15]=1.[CH3:21][O:22][CH2:23][CH2:24][NH2:25].